Dataset: Peptide-MHC class II binding affinity with 134,281 pairs from IEDB. Task: Regression. Given a peptide amino acid sequence and an MHC pseudo amino acid sequence, predict their binding affinity value. This is MHC class II binding data. (1) The peptide sequence is YDKFLANVSTVLTGA. The MHC is DRB1_0401 with pseudo-sequence DRB1_0401. The binding affinity (normalized) is 0.565. (2) The peptide sequence is GGLLMSRKHKWKLSGVERANSVTW. The MHC is DRB1_0401 with pseudo-sequence DRB1_0401. The binding affinity (normalized) is 0. (3) The peptide sequence is KTMAVCTNAKVTAKG. The MHC is HLA-DQA10301-DQB10302 with pseudo-sequence HLA-DQA10301-DQB10302. The binding affinity (normalized) is 0.0225. (4) The peptide sequence is ERFALNPGLLETSEGCK. The MHC is DRB1_0701 with pseudo-sequence DRB1_0701. The binding affinity (normalized) is 0.0906. (5) The peptide sequence is TPQLTKNGGVLT. The MHC is DRB3_0301 with pseudo-sequence DRB3_0301. The binding affinity (normalized) is 0. (6) The peptide sequence is SGILQLFVFLVLAGR. The MHC is DRB1_1501 with pseudo-sequence DRB1_1501. The binding affinity (normalized) is 0.393.